Dataset: Full USPTO retrosynthesis dataset with 1.9M reactions from patents (1976-2016). Task: Predict the reactants needed to synthesize the given product. (1) Given the product [CH3:32][C:27]1([CH3:33])[C:28]([CH3:31])([CH3:30])[O:29][B:25]([C:2]2[CH:7]=[CH:6][C:5]([C:8]3[NH:12][C:11]([C@@H:13]4[CH2:17][CH2:16][CH2:15][N:14]4[C:18]([O:20][C:21]([CH3:24])([CH3:23])[CH3:22])=[O:19])=[N:10][CH:9]=3)=[CH:4][CH:3]=2)[O:26]1, predict the reactants needed to synthesize it. The reactants are: Br[C:2]1[CH:7]=[CH:6][C:5]([C:8]2[NH:12][C:11]([C@@H:13]3[CH2:17][CH2:16][CH2:15][N:14]3[C:18]([O:20][C:21]([CH3:24])([CH3:23])[CH3:22])=[O:19])=[N:10][CH:9]=2)=[CH:4][CH:3]=1.[B:25]1([B:25]2[O:29][C:28]([CH3:31])([CH3:30])[C:27]([CH3:33])([CH3:32])[O:26]2)[O:29][C:28]([CH3:31])([CH3:30])[C:27]([CH3:33])([CH3:32])[O:26]1.C([O-])(=O)C.[K+]. (2) Given the product [C:1]([C:3]1[N:7]=[CH:6][N:5]([C@@H:12]2[O:24][C@H:23]([CH2:25][O:26][C:27](=[O:29])[CH3:28])[C@@H:18]([O:19][C:20](=[O:22])[CH3:21])[C@H:13]2[O:14][C:15](=[O:17])[CH3:16])[N:4]=1)#[N:2], predict the reactants needed to synthesize it. The reactants are: [C:1]([C:3]1[N:7]=[CH:6][NH:5][N:4]=1)#[N:2].C(O[C@@H:12]1[O:24][C@H:23]([CH2:25][O:26][C:27](=[O:29])[CH3:28])[C@@H:18]([O:19][C:20](=[O:22])[CH3:21])[C@H:13]1[O:14][C:15](=[O:17])[CH3:16])(=O)C.[N+](C1C=CC(OP([O-])(OC2C=CC([N+]([O-])=O)=CC=2)=O)=CC=1)([O-])=O. (3) Given the product [NH2:1][C:4]1[N:9]=[CH:8][C:7]([CH:10]2[CH2:15][CH2:14][N:13]([C:16]([O:18][C:19]([CH3:22])([CH3:21])[CH3:20])=[O:17])[CH2:12][CH2:11]2)=[CH:6][CH:5]=1, predict the reactants needed to synthesize it. The reactants are: [N+:1]([C:4]1[N:9]=[CH:8][C:7]([C:10]2[CH2:15][CH2:14][N:13]([C:16]([O:18][C:19]([CH3:22])([CH3:21])[CH3:20])=[O:17])[CH2:12][CH:11]=2)=[CH:6][CH:5]=1)([O-])=O. (4) Given the product [CH3:1][N:2]1[CH2:3][CH2:4][C:5]([CH2:8][OH:9])([C:13]2[CH:18]=[CH:17][C:16]([Cl:19])=[C:15]([Cl:20])[CH:14]=2)[CH2:6][CH2:7]1, predict the reactants needed to synthesize it. The reactants are: [CH3:1][N:2]1[CH2:7][CH2:6][C:5]([C:13]2[CH:18]=[CH:17][C:16]([Cl:19])=[C:15]([Cl:20])[CH:14]=2)([C:8](OCC)=[O:9])[CH2:4][CH2:3]1.Cl. (5) Given the product [Br:1][C:2]1[CH:3]=[C:4]([C:10]2[CH:15]=[CH:14][C:13](/[CH:16]=[N:19]/[CH3:18])=[CH:12][CH:11]=2)[CH:5]=[CH:6][C:7]=1[O:8][CH3:9], predict the reactants needed to synthesize it. The reactants are: [Br:1][C:2]1[CH:3]=[C:4]([C:10]2[CH:15]=[CH:14][C:13]([CH:16]=O)=[CH:12][CH:11]=2)[CH:5]=[CH:6][C:7]=1[O:8][CH3:9].[CH3:18][NH2:19].[O-]S([O-])(=O)=O.[Mg+2]. (6) Given the product [CH3:2][N:3]1[CH2:8][CH2:7][CH:6]([NH:9][NH2:10])[CH2:5][CH2:4]1, predict the reactants needed to synthesize it. The reactants are: B.[CH3:2][N:3]1[CH2:8][CH2:7][C:6](=[N:9][NH:10]C(OC(C)(C)C)=O)[CH2:5][CH2:4]1.Cl.